From a dataset of Forward reaction prediction with 1.9M reactions from USPTO patents (1976-2016). Predict the product of the given reaction. Given the reactants Br[C:2]1[CH:7]=[C:6]([Cl:8])[C:5]([F:9])=[CH:4][C:3]=1[O:10][CH3:11].C([Li])CCC.C([O:20][B:21](C(C)C)[O:22]C(C)C)(C)C.Cl, predict the reaction product. The product is: [Cl:8][C:6]1[C:5]([F:9])=[CH:4][C:3]([O:10][CH3:11])=[C:2]([B:21]([OH:22])[OH:20])[CH:7]=1.